Dataset: Catalyst prediction with 721,799 reactions and 888 catalyst types from USPTO. Task: Predict which catalyst facilitates the given reaction. (1) Reactant: [NH:1]([C:42]([O:44][C:45]([CH3:48])([CH3:47])[CH3:46])=[O:43])[C@H:2]([C:4]([NH:6][C@H:7]([C:25]([N:27]1[CH2:41][CH2:40][CH2:39][C@H:28]1[C:29]([O:31]CC1C=CC=CC=1)=[O:30])=[O:26])[CH2:8][CH2:9][CH2:10][NH:11][C:12](=[NH:24])[NH:13][S:14]([C:17]1[CH:23]=[CH:22][C:20]([CH3:21])=[CH:19][CH:18]=1)(=[O:16])=[O:15])=[O:5])[CH3:3].[OH-].[Na+].C(Cl)(Cl)Cl.CO. Product: [NH:1]([C:42]([O:44][C:45]([CH3:46])([CH3:48])[CH3:47])=[O:43])[C@H:2]([C:4]([NH:6][C@H:7]([C:25]([N:27]1[CH2:41][CH2:40][CH2:39][C@H:28]1[C:29]([OH:31])=[O:30])=[O:26])[CH2:8][CH2:9][CH2:10][NH:11][C:12](=[NH:24])[NH:13][S:14]([C:17]1[CH:23]=[CH:22][C:20]([CH3:21])=[CH:19][CH:18]=1)(=[O:16])=[O:15])=[O:5])[CH3:3]. The catalyst class is: 5. (2) Reactant: [NH2:1][C:2]1[CH:7]=[CH:6][CH:5]=[CH:4][C:3]=1[SH:8].[Br:9][C:10]1[CH:11]=[C:12]([CH:15]=[C:16]([Br:19])[C:17]=1[OH:18])[CH:13]=O. Product: [S:8]1[C:3]2[CH:4]=[CH:5][CH:6]=[CH:7][C:2]=2[N:1]=[C:13]1[C:12]1[CH:11]=[C:10]([Br:9])[C:17]([OH:18])=[C:16]([Br:19])[CH:15]=1. The catalyst class is: 5. (3) Reactant: [NH2:1][C:2]1[CH:7]=[CH:6][C:5]([N:8]2[CH:12]=[C:11]([CH2:13][OH:14])[N:10]=[CH:9]2)=[C:4]([O:15][CH3:16])[CH:3]=1.[Cl:17][C:18]1[N:23]=[C:22](Cl)[N:21]=[C:20]([O:25][CH3:26])[N:19]=1. Product: [Cl:17][C:18]1[N:19]=[C:20]([O:25][CH3:26])[N:21]=[C:22]([NH:1][C:2]2[CH:7]=[CH:6][C:5]([N:8]3[CH:12]=[C:11]([CH2:13][OH:14])[N:10]=[CH:9]3)=[C:4]([O:15][CH3:16])[CH:3]=2)[N:23]=1. The catalyst class is: 66. (4) Reactant: [CH2:1]([N:4]([CH2:12][CH:13]=[CH2:14])[C:5](=[O:11])[O:6][C:7]([CH3:10])([CH3:9])[CH3:8])C=C. Product: [N:4]1([C:5]([O:6][C:7]([CH3:8])([CH3:9])[CH3:10])=[O:11])[CH2:1][CH:14]=[CH:13][CH2:12]1. The catalyst class is: 2.